This data is from Full USPTO retrosynthesis dataset with 1.9M reactions from patents (1976-2016). The task is: Predict the reactants needed to synthesize the given product. (1) Given the product [Cl:21][C:10]1[N:11]=[N:12][CH:13]=[C:8]([C:5]2[CH:6]=[CH:7][C:2]([F:1])=[C:3]([C:15]([F:18])([F:17])[F:16])[CH:4]=2)[CH:9]=1, predict the reactants needed to synthesize it. The reactants are: [F:1][C:2]1[CH:7]=[CH:6][C:5]([C:8]2[CH:13]=[N:12][NH:11][C:10](=O)[CH:9]=2)=[CH:4][C:3]=1[C:15]([F:18])([F:17])[F:16].P(Cl)(Cl)([Cl:21])=O. (2) Given the product [Cl:1][C:2]1[C:3](=[O:18])[N:4]([CH2:10][C:11]2[CH:16]=[N:15][C:14]([CH3:17])=[CH:13][N:12]=2)[C:5]([CH3:9])=[CH:6][C:7]=1[O:8][CH2:28][C:27]1[CH:30]=[CH:31][C:32]([F:34])=[CH:33][C:26]=1[F:25], predict the reactants needed to synthesize it. The reactants are: [Cl:1][C:2]1[C:3](=[O:18])[N:4]([CH2:10][C:11]2[CH:16]=[N:15][C:14]([CH3:17])=[CH:13][N:12]=2)[C:5]([CH3:9])=[CH:6][C:7]=1[OH:8].C([O-])([O-])=O.[K+].[K+].[F:25][C:26]1[CH:33]=[C:32]([F:34])[CH:31]=[CH:30][C:27]=1[CH2:28]Br.